From a dataset of Reaction yield outcomes from USPTO patents with 853,638 reactions. Predict the reaction yield, written as a fraction of the theoretical maximum amount of product (1.0 means a 100% yield; for example, 0.34 means a 34% yield). (1) The reactants are C1COCC1.[CH3:6][O:7][C:8]1[C@:15]2([CH2:18][CH:19]=[C:20]([CH3:22])[CH3:21])[C:16](=[O:17])[C@@H:11]([C@:12]([CH3:42])([CH2:28][CH2:29][CH2:30][C:31]([CH3:41])([O:33][Si:34]([CH2:39][CH3:40])([CH2:37][CH3:38])[CH2:35][CH3:36])[CH3:32])[C@@H:13]([CH2:23][CH:24]=[C:25]([CH3:27])[CH3:26])[CH2:14]2)[C:10](=[O:43])[CH:9]=1.Cl[Si:45]([CH3:48])([CH3:47])[CH3:46].[Li]N1C(C)(C)CCCC1(C)C. The catalyst is CCOC(C)=O.CCCCCC. The product is [CH3:6][O:7][C:8]1[C@:15]2([CH2:18][CH:19]=[C:20]([CH3:22])[CH3:21])[C:16](=[O:17])[C@@H:11]([C@:12]([CH3:42])([CH2:28][CH2:29][CH2:30][C:31]([CH3:41])([O:33][Si:34]([CH2:37][CH3:38])([CH2:35][CH3:36])[CH2:39][CH3:40])[CH3:32])[C@@H:13]([CH2:23][CH:24]=[C:25]([CH3:27])[CH3:26])[CH2:14]2)[C:10](=[O:43])[C:9]=1[Si:45]([CH3:48])([CH3:47])[CH3:46]. The yield is 0.900. (2) The reactants are [O:1]=[C:2]1[CH:7]=[C:6]([NH:8][C:9](=[O:17])[CH2:10][C:11]2[CH:16]=[CH:15][CH:14]=[CH:13][CH:12]=2)[CH:5]=[CH:4][N:3]1[CH2:18][CH2:19][C:20]#[C:21][C:22]1[N:23]=[N:24][C:25]([NH:28][C:29](=[O:42])[CH2:30][C:31]2[CH:36]=[CH:35][CH:34]=[C:33]([O:37][C:38]([F:41])([F:40])[F:39])[CH:32]=2)=[CH:26][CH:27]=1. The catalyst is [OH-].[OH-].[Pd+2].CCO. The product is [O:1]=[C:2]1[CH:7]=[C:6]([NH:8][C:9](=[O:17])[CH2:10][C:11]2[CH:12]=[CH:13][CH:14]=[CH:15][CH:16]=2)[CH:5]=[CH:4][N:3]1[CH2:18][CH2:19][CH2:20][CH2:21][C:22]1[N:23]=[N:24][C:25]([NH:28][C:29](=[O:42])[CH2:30][C:31]2[CH:36]=[CH:35][CH:34]=[C:33]([O:37][C:38]([F:40])([F:41])[F:39])[CH:32]=2)=[CH:26][CH:27]=1. The yield is 0.450.